From a dataset of Peptide-MHC class I binding affinity with 185,985 pairs from IEDB/IMGT. Regression. Given a peptide amino acid sequence and an MHC pseudo amino acid sequence, predict their binding affinity value. This is MHC class I binding data. (1) The peptide sequence is LLGCAANWIL. The MHC is Patr-A0701 with pseudo-sequence Patr-A0701. The binding affinity (normalized) is 0.517. (2) The peptide sequence is GMPNWCVSI. The MHC is HLA-A02:06 with pseudo-sequence HLA-A02:06. The binding affinity (normalized) is 0.664.